Dataset: Forward reaction prediction with 1.9M reactions from USPTO patents (1976-2016). Task: Predict the product of the given reaction. (1) Given the reactants [C:1]([C:3]1[C:8](=[O:9])[CH:7]=[CH:6][N:5]([C:10]2[CH:15]=[CH:14][CH:13]=[C:12]([C:16]([F:19])([F:18])[F:17])[CH:11]=2)[N:4]=1)#[CH:2].[OH:20][N:21]=[C:22](Cl)[C:23]1[CH:28]=[CH:27][CH:26]=[CH:25][CH:24]=1.CCN(CC)CC, predict the reaction product. The product is: [C:23]1([C:22]2[C:1]([C:3]3[C:8](=[O:9])[CH:7]=[CH:6][N:5]([C:10]4[CH:15]=[CH:14][CH:13]=[C:12]([C:16]([F:19])([F:18])[F:17])[CH:11]=4)[N:4]=3)=[CH:2][O:20][N:21]=2)[CH:28]=[CH:27][CH:26]=[CH:25][CH:24]=1. (2) Given the reactants [C:1](Cl)(=O)[C:2]([Cl:4])=[O:3].[C:7]([N:17]1C[CH2:23][CH2:22][CH:18]1C(O)=O)([O:9][CH2:10][C:11]1[CH:16]=[CH:15][CH:14]=[CH:13][CH:12]=1)=[O:8].CN(C)C=O, predict the reaction product. The product is: [CH2:10]([O:9][C:7]([N:17]1[CH2:18][CH2:22][CH2:23][CH:1]1[C:2]([Cl:4])=[O:3])=[O:8])[C:11]1[CH:16]=[CH:15][CH:14]=[CH:13][CH:12]=1. (3) Given the reactants [N:1]1([CH2:7][CH2:8][CH2:9][O:10][C:11]2[CH:16]=[CH:15][C:14]([C:17]3([C:23]#[N:24])[CH2:22][CH2:21][O:20][CH2:19][CH2:18]3)=[CH:13][CH:12]=2)[CH2:6][CH2:5][S:4][CH2:3][CH2:2]1.[H-].[Al+3].[Li+].[H-].[H-].[H-], predict the reaction product. The product is: [N:1]1([CH2:7][CH2:8][CH2:9][O:10][C:11]2[CH:12]=[CH:13][C:14]([C:17]3([CH2:23][NH2:24])[CH2:22][CH2:21][O:20][CH2:19][CH2:18]3)=[CH:15][CH:16]=2)[CH2:6][CH2:5][S:4][CH2:3][CH2:2]1. (4) Given the reactants [CH3:1][C:2]1[S:26][C:5]2=[N:6][C:7]([CH3:25])=[C:8]([CH:17]([CH2:22][CH2:23][CH3:24])[C:18]([O:20]C)=[O:19])[C:9]([C:10]3[CH:15]=[CH:14][C:13]([CH3:16])=[CH:12][CH:11]=3)=[C:4]2[CH:3]=1.[OH-].[Na+], predict the reaction product. The product is: [CH3:1][C:2]1[S:26][C:5]2=[N:6][C:7]([CH3:25])=[C:8]([CH:17]([CH2:22][CH2:23][CH3:24])[C:18]([OH:20])=[O:19])[C:9]([C:10]3[CH:11]=[CH:12][C:13]([CH3:16])=[CH:14][CH:15]=3)=[C:4]2[CH:3]=1. (5) Given the reactants [Cl:1][C:2]1[C:3]2[CH:10]=[CH:9][N:8]([C@@H:11]3[CH2:16][CH2:15][CH2:14][N:13]([C:17]([O:19][C:20]([CH3:23])([CH3:22])[CH3:21])=[O:18])[CH2:12]3)[C:4]=2[N:5]=[CH:6][N:7]=1.C1C(=O)N([I:31])C(=O)C1, predict the reaction product. The product is: [Cl:1][C:2]1[C:3]2[C:10]([I:31])=[CH:9][N:8]([C@@H:11]3[CH2:16][CH2:15][CH2:14][N:13]([C:17]([O:19][C:20]([CH3:23])([CH3:22])[CH3:21])=[O:18])[CH2:12]3)[C:4]=2[N:5]=[CH:6][N:7]=1. (6) Given the reactants C(Cl)(=O)C(Cl)=O.CS(C)=O.[OH:11][CH2:12][CH:13]1[CH2:18][CH2:17][N:16]([CH2:19][C:20]2[CH:32]=[CH:31][C:23]([C:24]([O:26][C:27]([CH3:30])([CH3:29])[CH3:28])=[O:25])=[CH:22][CH:21]=2)[CH2:15][CH2:14]1.C(N(CC)CC)C, predict the reaction product. The product is: [CH:12]([CH:13]1[CH2:18][CH2:17][N:16]([CH2:19][C:20]2[CH:21]=[CH:22][C:23]([C:24]([O:26][C:27]([CH3:28])([CH3:30])[CH3:29])=[O:25])=[CH:31][CH:32]=2)[CH2:15][CH2:14]1)=[O:11]. (7) Given the reactants [Si]([O:8][C:9]1[CH:10]=[CH:11][CH:12]=[C:13]2[C:18]=1[N:17]=[C:16]([C:19]1[N:23]3[CH:24]=[CH:25][C:26]([CH3:28])=[CH:27][C:22]3=[N:21][N:20]=1)[CH:15]=[CH:14]2)(C(C)(C)C)(C)C.[F-].C([N+](CCCC)(CCCC)CCCC)CCC, predict the reaction product. The product is: [CH3:28][C:26]1[CH:25]=[CH:24][N:23]2[C:19]([C:16]3[CH:15]=[CH:14][C:13]4[C:18](=[C:9]([OH:8])[CH:10]=[CH:11][CH:12]=4)[N:17]=3)=[N:20][N:21]=[C:22]2[CH:27]=1.